This data is from Reaction yield outcomes from USPTO patents with 853,638 reactions. The task is: Predict the reaction yield, written as a fraction of the theoretical maximum amount of product (1.0 means a 100% yield; for example, 0.34 means a 34% yield). (1) The reactants are [CH3:1][N:2]1[CH:6]=[CH:5][CH:4]=[C:3]1[C:7]([O:9][CH3:10])=[O:8].N#N.C1C(=O)N([Br:20])C(=O)C1. The catalyst is ClCCl. The product is [Br:20][C:6]1[N:2]([CH3:1])[C:3]([C:7]([O:9][CH3:10])=[O:8])=[CH:4][CH:5]=1. The yield is 0.712. (2) The reactants are C([O:3][C:4](=[O:21])[CH2:5][CH2:6][CH2:7][CH2:8][CH2:9][CH2:10][CH2:11][CH:12]=[CH:13][C:14]1[CH:19]=[CH:18][CH:17]=[CH:16][C:15]=1[F:20])C.[OH-].[Li+]. The catalyst is O1CCCC1. The product is [F:20][C:15]1[CH:16]=[CH:17][CH:18]=[CH:19][C:14]=1[CH:13]=[CH:12][CH2:11][CH2:10][CH2:9][CH2:8][CH2:7][CH2:6][CH2:5][C:4]([OH:21])=[O:3]. The yield is 0.660. (3) The reactants are [CH2:1]([O:8][CH2:9][C@H:10]([NH:14][C:15]([O:17][C:18]([CH3:21])([CH3:20])[CH3:19])=[O:16])[C:11]([OH:13])=[O:12])[C:2]1[CH:7]=[CH:6][CH:5]=[CH:4][CH:3]=1.CCN=C=NCCCN(C)C.Cl.[CH:34]1(O)[CH2:39][CH2:38][CH2:37][CH2:36][CH2:35]1. The catalyst is CN(C)C=O.CN(C1C=CN=CC=1)C.O. The product is [CH2:1]([O:8][CH2:9][C@H:10]([NH:14][C:15]([O:17][C:18]([CH3:21])([CH3:20])[CH3:19])=[O:16])[C:11]([O:13][CH:34]1[CH2:39][CH2:38][CH2:37][CH2:36][CH2:35]1)=[O:12])[C:2]1[CH:3]=[CH:4][CH:5]=[CH:6][CH:7]=1. The yield is 0.940. (4) The catalyst is C1COCC1. The yield is 0.610. The reactants are [F:1][C:2]1[CH:7]=[CH:6][CH:5]=[CH:4][C:3]=1[C@@H:8]1[CH2:12][C:11](=[O:13])[N:10]([CH3:14])[C@@H:9]1[C:15](N1[C@@H](CC2C=CC=CC=2)COC1=O)=[O:16].[H-].[H-].[H-].[H-].[Li+].[Al+3].[NH4+].[Cl-]. The product is [F:1][C:2]1[CH:7]=[CH:6][CH:5]=[CH:4][C:3]=1[C@H:8]1[C@@H:9]([CH2:15][OH:16])[N:10]([CH3:14])[C:11](=[O:13])[CH2:12]1. (5) The reactants are [N:1]1([CH2:6][CH2:7][CH2:8][NH:9][C:10]([C:12]2[CH:21]=[CH:20][C:19]3[C:14](=[C:15](Br)[CH:16]=[N:17][CH:18]=3)[N:13]=2)=[O:11])[CH:5]=[CH:4][N:3]=[CH:2]1.[O:23]1[CH2:28][CH:27]=[C:26](B2OC(C)(C)C(C)(C)O2)[CH2:25][CH2:24]1.C(=O)([O-])[O-].[Cs+].[Cs+]. The catalyst is O1CCOCC1.O.C1(P([C-]2C=CC=C2)C2C=CC=CC=2)C=CC=CC=1.[C-]1(P(C2C=CC=CC=2)C2C=CC=CC=2)C=CC=C1.[Fe+2].[Pd](Cl)Cl. The product is [N:1]1([CH2:6][CH2:7][CH2:8][NH:9][C:10]([C:12]2[CH:21]=[CH:20][C:19]3[C:14](=[C:15]([C:26]4[CH2:27][CH2:28][O:23][CH2:24][CH:25]=4)[CH:16]=[N:17][CH:18]=3)[N:13]=2)=[O:11])[CH:5]=[CH:4][N:3]=[CH:2]1. The yield is 0.560. (6) The reactants are [N:1]1[CH:2]=[CH:3][N:4]2[CH:9]=[C:8]([C:10]3[CH:20]=[CH:19][C:13]([C:14]([O:16][CH2:17][CH3:18])=[O:15])=[CH:12][CH:11]=3)[N:7]=[CH:6][C:5]=12.[I:21]N1C(=O)CCC1=O. The catalyst is CN(C=O)C. The product is [I:21][C:3]1[N:4]2[CH:9]=[C:8]([C:10]3[CH:11]=[CH:12][C:13]([C:14]([O:16][CH2:17][CH3:18])=[O:15])=[CH:19][CH:20]=3)[N:7]=[CH:6][C:5]2=[N:1][CH:2]=1. The yield is 0.940. (7) The reactants are [NH2:1][C:2]1[C:7]([NH2:8])=[C:6]([NH:9][C@@H:10]2[C@@H:15]3[CH2:16][C@@H:12]([CH:13]=[CH:14]3)[C@@H:11]2[C:17]([NH2:19])=[O:18])[C:5]([Cl:20])=[CH:4][N:3]=1.[F:21][C:22]1[CH:23]=[C:24]([CH:28]=O)[CH:25]=[CH:26][CH:27]=1.C([O-])(=O)C.[NH4+]. No catalyst specified. The product is [Cl:20][C:5]1[C:6]([NH:9][CH:10]2[CH:15]3[CH2:16][CH:12]([CH:13]=[CH:14]3)[CH:11]2[C:17]([NH2:19])=[O:18])=[C:7]2[N:8]=[C:28]([C:24]3[CH:25]=[CH:26][CH:27]=[C:22]([F:21])[CH:23]=3)[NH:1][C:2]2=[N:3][CH:4]=1. The yield is 0.560.